This data is from Full USPTO retrosynthesis dataset with 1.9M reactions from patents (1976-2016). The task is: Predict the reactants needed to synthesize the given product. (1) Given the product [Br:19][C:16]1[CH:17]=[CH:18][C:13]2[N:14]([C:2]([CH3:11])=[C:3]([C:5]3[CH:10]=[CH:9][CH:8]=[CH:7][CH:6]=3)[N:12]=2)[CH:15]=1, predict the reactants needed to synthesize it. The reactants are: Br[CH:2]([CH3:11])[C:3]([C:5]1[CH:10]=[CH:9][CH:8]=[CH:7][CH:6]=1)=O.[NH2:12][C:13]1[CH:18]=[CH:17][C:16]([Br:19])=[CH:15][N:14]=1. (2) Given the product [Cl:1][C:2]1[CH:7]=[C:6]([F:8])[CH:5]=[CH:4][C:3]=1[CH:9]1[CH2:14][C:13]2[N:15]=[C:16]([C:17]3[CH:22]=[CH:21][CH:20]=[CH:19][N:18]=3)[O:24][C:12]=2[CH2:11][CH2:10]1, predict the reactants needed to synthesize it. The reactants are: [Cl:1][C:2]1[CH:7]=[C:6]([F:8])[CH:5]=[CH:4][C:3]=1[CH:9]1[CH2:14][CH:13]([NH:15][C:16](=O)[C:17]2[CH:22]=[CH:21][CH:20]=[CH:19][N:18]=2)[C:12](=[O:24])[CH2:11][CH2:10]1.CC[N+](S(N=C(OC)[O-])(=O)=O)(CC)CC. (3) Given the product [CH2:3]([C:10]1[CH:11]=[N:12][C:13]([N:16]2[CH2:21][CH2:20][N:19]([C:23]3[C:32]4[C:27](=[CH:28][C:29]([O:34][CH3:35])=[C:30]([OH:33])[CH:31]=4)[N:26]=[CH:25][N:24]=3)[CH2:18][CH2:17]2)=[N:14][CH:15]=1)[C:4]1[CH:9]=[CH:8][CH:7]=[CH:6][CH:5]=1, predict the reactants needed to synthesize it. The reactants are: Cl.Cl.[CH2:3]([C:10]1[CH:11]=[N:12][C:13]([N:16]2[CH2:21][CH2:20][NH:19][CH2:18][CH2:17]2)=[N:14][CH:15]=1)[C:4]1[CH:9]=[CH:8][CH:7]=[CH:6][CH:5]=1.Cl[C:23]1[C:32]2[C:27](=[CH:28][C:29]([O:34][CH3:35])=[C:30]([OH:33])[CH:31]=2)[N:26]=[CH:25][N:24]=1.C(N(CC)CC)C. (4) Given the product [OH:1][NH:2][C:3](=[NH:12])[C:4]1[CH:5]=[C:6]([CH3:11])[N:7]=[C:8]([CH2:10][CH:17]([CH3:18])[CH3:16])[CH:9]=1, predict the reactants needed to synthesize it. The reactants are: [OH:1][NH:2][C:3](=[NH:12])[C:4]1[CH:9]=[C:8]([CH3:10])[N:7]=[C:6]([CH3:11])[CH:5]=1.C(O[C:16](=O)[C:17]1C=C(C)N=C(CC(C)C)[CH:18]=1)C. (5) The reactants are: [CH3:1][C:2]1[O:6][C:5]([C:7]2[CH:12]=[CH:11][C:10]([CH3:13])=[CH:9][CH:8]=2)=[N:4][C:3]=1[CH2:14][O:15][C@@H:16]1[CH2:21][CH2:20][CH2:19][C@H:18]([CH2:22][NH:23][CH2:24][C:25]([O:27]C(C)C)=[O:26])[CH2:17]1.[CH:31](=O)[C:32]1[CH:37]=[CH:36][CH:35]=[CH:34][CH:33]=1.[O-]S([O-])(=O)=O.[Mg+2].[B-](OC(C)=O)(OC(C)=O)OC(C)=O.[Na+]. Given the product [CH2:31]([N:23]([CH2:22][C@H:18]1[CH2:19][CH2:20][CH2:21][C@@H:16]([O:15][CH2:14][C:3]2[N:4]=[C:5]([C:7]3[CH:8]=[CH:9][C:10]([CH3:13])=[CH:11][CH:12]=3)[O:6][C:2]=2[CH3:1])[CH2:17]1)[CH2:24][C:25]([OH:27])=[O:26])[C:32]1[CH:37]=[CH:36][CH:35]=[CH:34][CH:33]=1, predict the reactants needed to synthesize it.